Task: Predict which catalyst facilitates the given reaction.. Dataset: Catalyst prediction with 721,799 reactions and 888 catalyst types from USPTO (1) Reactant: [H-].[Al+3].[Li+].[H-].[H-].[H-].[CH2:7]([N:9]([CH3:28])[CH2:10][CH2:11][CH2:12][O:13][C:14]1[CH:19]=[CH:18][C:17]([C:20]2([C:26]#[N:27])[CH2:25][CH2:24][O:23][CH2:22][CH2:21]2)=[CH:16][CH:15]=1)[CH3:8]. Product: [NH2:27][CH2:26][C:20]1([C:17]2[CH:18]=[CH:19][C:14]([O:13][CH2:12][CH2:11][CH2:10][N:9]([CH2:7][CH3:8])[CH3:28])=[CH:15][CH:16]=2)[CH2:25][CH2:24][O:23][CH2:22][CH2:21]1. The catalyst class is: 7. (2) Reactant: [CH2:1]([O:3][C:4](=[O:15])[CH2:5][CH2:6][C:7]1[CH:12]=[CH:11][CH:10]=[C:9]([NH:13][NH2:14])[CH:8]=1)[CH3:2].[CH3:16][C:17]([CH3:24])([CH3:23])[C:18](=O)[CH2:19][C:20]#[N:21]. Product: [C:17]([C:18]1[CH:19]=[C:20]([NH2:21])[N:13]([C:9]2[CH:8]=[C:7]([CH2:6][CH2:5][C:4]([O:3][CH2:1][CH3:2])=[O:15])[CH:12]=[CH:11][CH:10]=2)[N:14]=1)([CH3:24])([CH3:23])[CH3:16]. The catalyst class is: 14. (3) Reactant: Cl.[CH3:2][S:3][C:4]1[C:12]2[C:7](=[CH:8][C:9]([N:13]3[CH2:18][CH2:17][NH:16][CH2:15][CH2:14]3)=[CH:10][CH:11]=2)[N:6]([C:19]2[CH:24]=[CH:23][CH:22]=[CH:21][CH:20]=2)[N:5]=1.C(N(CC)CC)C.[C:32](O)(=[O:39])[C:33]1[CH:38]=[CH:37][N:36]=[CH:35][CH:34]=1.CN(C(ON1N=NC2C=CC=NC1=2)=[N+](C)C)C.F[P-](F)(F)(F)(F)F. Product: [CH3:2][S:3][C:4]1[C:12]2[C:7](=[CH:8][C:9]([N:13]3[CH2:14][CH2:15][N:16]([C:32]([C:33]4[CH:38]=[CH:37][N:36]=[CH:35][CH:34]=4)=[O:39])[CH2:17][CH2:18]3)=[CH:10][CH:11]=2)[N:6]([C:19]2[CH:20]=[CH:21][CH:22]=[CH:23][CH:24]=2)[N:5]=1. The catalyst class is: 42. (4) Reactant: C(N(C(C)C)CC)(C)C.Cl.[O:11]=[C:12]1[CH:17]([N:18]2[C:26](=[O:27])[C:25]3[C:20](=[CH:21][CH:22]=[CH:23][C:24]=3[CH2:28][NH:29][CH3:30])[C:19]2=[O:31])[CH2:16][CH2:15][C:14](=[O:32])[NH:13]1.[Cl:33][C:34]1[CH:35]=[C:36]([N:41]=[C:42]=[O:43])[CH:37]=[CH:38][C:39]=1[Cl:40]. Product: [Cl:33][C:34]1[CH:35]=[C:36]([NH:41][C:42](=[O:43])[N:29]([CH2:28][C:24]2[CH:23]=[CH:22][CH:21]=[C:20]3[C:25]=2[C:26](=[O:27])[N:18]([CH:17]2[CH2:16][CH2:15][C:14](=[O:32])[NH:13][C:12]2=[O:11])[C:19]3=[O:31])[CH3:30])[CH:37]=[CH:38][C:39]=1[Cl:40]. The catalyst class is: 2. (5) Product: [CH2:23]([N:24]([CH2:25][CH3:27])[C:11]([C:9]1[N:10]=[C:6]([C:4]([O:3][CH2:1][CH3:2])=[O:5])[S:7][CH:8]=1)=[O:13])[CH3:22]. The catalyst class is: 3. Reactant: [CH2:1]([O:3][C:4]([C:6]1[S:7][CH:8]=[C:9]([C:11]([OH:13])=O)[N:10]=1)=[O:5])[CH3:2].ClC1C(Cl)=C([C:22]2S[C:25]([C:27]3OC(C(O)(C)C)=NN=3)=[N:24][C:23]=2C(N2CCOC[C@@H]2C)=O)C=CC=1S(N[C@@H](C)C(F)(F)F)(=O)=O.C(NCC)C.CN(C(ON1N=NC2C=CC=NC1=2)=[N+](C)C)C.F[P-](F)(F)(F)(F)F. (6) Reactant: [Br:1][C:2]1[CH:10]=[CH:9][C:5]([C:6]([OH:8])=O)=[CH:4][C:3]=1[O:11][CH3:12].C(=O)([O-])[O-].[K+].[K+].Cl.[O:20]1[CH2:23][CH:22]([NH2:24])[CH2:21]1.CN(C(ON1N=NC2C=CC=CC1=2)=[N+](C)C)C.[B-](F)(F)(F)F.C(=O)(O)[O-].[Na+]. Product: [Br:1][C:2]1[CH:10]=[CH:9][C:5]([C:6]([NH:24][CH:22]2[CH2:23][O:20][CH2:21]2)=[O:8])=[CH:4][C:3]=1[O:11][CH3:12]. The catalyst class is: 3.